Predict the product of the given reaction. From a dataset of Forward reaction prediction with 1.9M reactions from USPTO patents (1976-2016). (1) Given the reactants [C:1]([O:5][C:6]([N:8]1[CH2:11][CH:10]([CH:12]([NH:14]S(C(C)(C)C)=O)[CH3:13])[CH2:9]1)=[O:7])([CH3:4])([CH3:3])[CH3:2].Cl.O1CCOCC1, predict the reaction product. The product is: [C:1]([O:5][C:6]([N:8]1[CH2:11][CH:10]([CH:12]([NH2:14])[CH3:13])[CH2:9]1)=[O:7])([CH3:4])([CH3:3])[CH3:2]. (2) Given the reactants [C:1]([O:5][C:6](=[O:23])[NH:7][C@@H:8]([CH2:12][C:13]1[CH:18]=[CH:17][C:16]([O:19][CH2:20][CH:21]=[CH2:22])=[CH:15][CH:14]=1)[C:9]([NH2:11])=O)([CH3:4])([CH3:3])[CH3:2].CC[N+](S(N=C(OC)[O-])(=O)=O)(CC)CC, predict the reaction product. The product is: [C:1]([O:5][C:6](=[O:23])[NH:7][C@H:8]([C:9]#[N:11])[CH2:12][C:13]1[CH:14]=[CH:15][C:16]([O:19][CH2:20][CH:21]=[CH2:22])=[CH:17][CH:18]=1)([CH3:4])([CH3:2])[CH3:3]. (3) Given the reactants FC(F)(F)C(O)=O.[CH3:8][CH:9]([O:11][C:12]1[CH:19]=[CH:18][C:17]([C:20]2[S:21][C:22]([N:25]3[CH:33]=[C:28]4[CH2:29][NH:30][CH2:31][CH2:32][C:27]4=[N:26]3)=[N:23][N:24]=2)=[CH:16][C:13]=1[C:14]#[N:15])[CH3:10].C1CCN2C(=NCCC2)CC1.[C:45]([O:49][CH2:50][CH3:51])(=[O:48])[CH:46]=[CH2:47], predict the reaction product. The product is: [C:14]([C:13]1[CH:16]=[C:17]([C:20]2[S:21][C:22]([N:25]3[CH:33]=[C:28]4[CH2:29][N:30]([CH2:47][CH2:46][C:45]([O:49][CH2:50][CH3:51])=[O:48])[CH2:31][CH2:32][C:27]4=[N:26]3)=[N:23][N:24]=2)[CH:18]=[CH:19][C:12]=1[O:11][CH:9]([CH3:8])[CH3:10])#[N:15]. (4) Given the reactants [N:1]1([C:5]([C:7]2[CH:8]=[C:9]([NH:13][C:14]3[C:23]4[C:22](=[O:24])[N:21]([CH:25]5[CH2:27][CH2:26]5)[C:20](=[O:28])[N:19]([C:29]5[CH:34]=[CH:33][C:32]([I:35])=[CH:31][C:30]=5[F:36])[C:18]=4[N:17]([CH3:37])[C:16](=[O:38])[C:15]=3[CH3:39])[CH:10]=[CH:11][CH:12]=2)=[O:6])[CH2:4][CH2:3][CH2:2]1.C[O-].[Na+], predict the reaction product. The product is: [N:1]1([C:5]([C:7]2[CH:8]=[C:9]([N:13]3[C:14]4=[C:15]([CH3:39])[C:16](=[O:38])[N:17]([CH3:37])[C:18]([NH:19][C:29]5[CH:34]=[CH:33][C:32]([I:35])=[CH:31][C:30]=5[F:36])=[C:23]4[C:22](=[O:24])[N:21]([CH:25]4[CH2:27][CH2:26]4)[C:20]3=[O:28])[CH:10]=[CH:11][CH:12]=2)=[O:6])[CH2:2][CH2:3][CH2:4]1. (5) Given the reactants [Br:1][C:2]1[CH:3]=[C:4]2[CH:10]=[C:9]([C:11]([OH:13])=O)[NH:8][C:5]2=[N:6][CH:7]=1.[C:14](=O)([O-])[O-].[K+].[K+].S([O:25][CH3:26])(OC)(=O)=O, predict the reaction product. The product is: [Br:1][C:2]1[CH:3]=[C:4]2[CH:10]=[C:9]([C:11]([O:25][CH3:26])=[O:13])[N:8]([CH3:14])[C:5]2=[N:6][CH:7]=1. (6) Given the reactants [OH:1][C:2]1[C:7]([C:8]([O:10][CH2:11][CH3:12])=[O:9])=[CH:6][N:5]=[C:4]([N:13]2[CH:17]=[CH:16][CH:15]=[N:14]2)[N:3]=1.[CH2:18](Cl)[C:19]1[CH:24]=[CH:23][CH:22]=[CH:21][CH:20]=1.CCN(CC)CC, predict the reaction product. The product is: [CH2:18]([O:1][C:2]1[C:7]([C:8]([O:10][CH2:11][CH3:12])=[O:9])=[CH:6][N:5]=[C:4]([N:13]2[CH:17]=[CH:16][CH:15]=[N:14]2)[N:3]=1)[C:19]1[CH:24]=[CH:23][CH:22]=[CH:21][CH:20]=1. (7) Given the reactants [Br-:1].[Br-].[Br-].[NH+]1C=CC=CC=1.[NH+]1C=CC=CC=1.[NH+]1C=CC=CC=1.[S:22]1[CH:26]=[C:25]([C:27](=[O:29])[CH3:28])[N:24]=[CH:23]1.Br, predict the reaction product. The product is: [BrH:1].[Br:1][CH2:28][C:27]([C:25]1[N:24]=[CH:23][S:22][CH:26]=1)=[O:29]. (8) Given the reactants C(NC1C=CC(C2C=C3C(CN([C@@H](C(C)C)C(O)=O)C3=O)=CC=2)=CC=1)(=O)C1C=CC=CC=1.[F:33][C:34]1[CH:66]=[C:65]([F:67])[CH:64]=[CH:63][C:35]=1[C:36]([NH:38][C:39]1[CH:44]=[CH:43][C:42]([C:45]2[CH:53]=[C:52]3[C:48]([CH2:49][N:50]([C@@H:55]([CH:60]([CH3:62])[CH3:61])[C:56]([O:58]C)=[O:57])[C:51]3=[O:54])=[CH:47][CH:46]=2)=[CH:41][CH:40]=1)=[O:37], predict the reaction product. The product is: [F:33][C:34]1[CH:66]=[C:65]([F:67])[CH:64]=[CH:63][C:35]=1[C:36]([NH:38][C:39]1[CH:44]=[CH:43][C:42]([C:45]2[CH:53]=[C:52]3[C:48]([CH2:49][N:50]([C@@H:55]([CH:60]([CH3:62])[CH3:61])[C:56]([OH:58])=[O:57])[C:51]3=[O:54])=[CH:47][CH:46]=2)=[CH:41][CH:40]=1)=[O:37]. (9) Given the reactants [H-].[Na+].[Cl:3][C:4]1[CH:10]=[C:9]([Cl:11])[CH:8]=[CH:7][C:5]=1[NH2:6].F[C:13]1[CH:14]=[CH:15][C:16]2[C:22](=[O:23])[C:21]3[CH:24]=[CH:25][CH:26]=[CH:27][C:20]=3[CH2:19][O:18][C:17]=2[CH:28]=1, predict the reaction product. The product is: [Cl:3][C:4]1[CH:10]=[C:9]([Cl:11])[CH:8]=[CH:7][C:5]=1[NH:6][C:13]1[CH:14]=[CH:15][C:16]2[C:22](=[O:23])[C:21]3[CH:24]=[CH:25][CH:26]=[CH:27][C:20]=3[CH2:19][O:18][C:17]=2[CH:28]=1.